The task is: Predict the reaction yield, written as a fraction of the theoretical maximum amount of product (1.0 means a 100% yield; for example, 0.34 means a 34% yield).. This data is from Reaction yield outcomes from USPTO patents with 853,638 reactions. (1) The reactants are Br[C:2]1[CH:7]=[CH:6][C:5]([F:8])=[CH:4][N:3]=1.[OH:9][CH2:10][C:11]1[CH:18]=[CH:17][C:14]([C:15]#[N:16])=[CH:13][CH:12]=1.[H-].[Na+]. The catalyst is CN(C)C=O. The product is [F:8][C:5]1[CH:6]=[CH:7][C:2]([O:9][CH2:10][C:11]2[CH:18]=[CH:17][C:14]([C:15]#[N:16])=[CH:13][CH:12]=2)=[N:3][CH:4]=1. The yield is 0.850. (2) The reactants are [C:1]([NH2:4])(=[O:3])[CH3:2].[O-]P([O-])([O-])=O.[K+].[K+].[K+].[C@@H]1(N)CCCC[C@H]1N.I[C:22]1[CH:27]=[CH:26][CH:25]=[CH:24][C:23]=1[O:28][CH3:29]. The catalyst is [Cu]I.O1CCOCC1. The product is [CH3:29][O:28][C:23]1[CH:24]=[CH:25][CH:26]=[CH:27][C:22]=1[NH:4][C:1](=[O:3])[CH3:2]. The yield is 0.940.